From a dataset of Experimentally validated miRNA-target interactions with 360,000+ pairs, plus equal number of negative samples. Binary Classification. Given a miRNA mature sequence and a target amino acid sequence, predict their likelihood of interaction. (1) The miRNA is mmu-miR-3112-5p with sequence ACAUAGAAAAGGCAGUCUGCA. The protein sequence of the target gene is MIPPEPPQPQLQPPPPPAPPNHVVTTIENLPAEGSGGVSLSASSRASMRQRIRKVLNREMLISVALGQVLSLLVCGIGLTSKYLAEDFHANTPVFQSFLNYILLFLVYTTTLAVRQGEENLLAILRRRWWKYMILGLIDLEANYLVVKAYQYTTLTSVQLLDCFVIPVVILLSWFFLLIRYKAVHFIGIVVCILGMGCMVGADVLVGRHQGAGENKLVGDLLVLGGATLYGISNVWEESIIRTLSRVEFLGMIGLFGAFFSGIQLAIMEHKELLKVPWDWQIGLLYVGFSACMFGLYSFM.... Result: 0 (no interaction). (2) The miRNA is hsa-miR-1910-5p with sequence CCAGUCCUGUGCCUGCCGCCU. The protein sequence of the target gene is MARGPKKHLKRVAAPKHWMLDKLTGVFAPRPSTGPHKLRECLPLIIFLRNRLKYALTGDEVKKICMQRFIKIDGKVRTDITYPAGFMDVISIDKTGENFRLIYDTKGRFAVHRITPEEAKYKLCKVRKIFVGTKGIPHLVTHDARTIRYPDPLIKVNDTIQIDLETGKITDFIKFDTGNLCMVTGGANLGRIGVITNRERHPGSFDVVHVKDANGNSFATRLSNIFVIGKGNKPWISLPRGKGIRLTIAEERDKRLAAKQSSG. Result: 0 (no interaction). (3) The miRNA is hsa-miR-6751-5p with sequence UUGGGGGUGAGGUUGGUGUCUGG. Result: 0 (no interaction). The protein sequence of the target gene is MAKTAMAYKEKMKELSMLSLICSCFYPEPRNINIYTYDDMEVKQINKRASGQAFELILKPPSPISEAPRTLASPKKKDLSLEEIQKKLEAAEERRKSQEAQVLKQLAEKREHEREVLQKALEENNNFSKMAEEKLILKMEQIKENREANLAAIIERLQEKERHAAEVRRNKELQVELSG. (4) The miRNA is hsa-miR-1182 with sequence GAGGGUCUUGGGAGGGAUGUGAC. The protein sequence of the target gene is MKMANSLRGEVLKLYKNLLYLGRDYPKGADYFKKRLKNIFLKNKDVKNPEKIKELIAQGEFVMKELEALYFLRKYRAMKQRYYSDTNKTN. Result: 0 (no interaction). (5) The protein sequence of the target gene is MAASMCDVFSFCVGVAGRARVSVEVRFVSSAKGKGLFATQLIRKGETIFVERPLVAAQFLWNALYRYRACDHCLRALEKAEENAQRLTGKPGQVLPHPELCTVRKDLHQNCPHCQVMYCSAECRLAATEQYHQVLCPGPSQDDPLHPLNKLQEAWRSIHYPPETASIMLMARMVATVKQAKDKDRWIRLFSQFCNKTANEEEEIVHKLLGDKFKGQLELLRRLFTEALYEEAVSQWFTPDGFRSLFALVGTNGQGIGTSSLSQWVHACDTLELKPQDREQLDAFIDQLYKDIEAATGEFL.... Result: 1 (interaction). The miRNA is hsa-miR-3936 with sequence UAAGGGGUGUAUGGCAGAUGCA. (6) The miRNA is hsa-miR-4434 with sequence AGGAGAAGUAAAGUAGAA. The protein sequence of the target gene is MMKTLLLFVGLLLTWESGQVLGDQTVSDNELQEMSNQGSKYVNKEIQNAVNGVKQIKTLIEKTNEERKTLLSNLEEAKKKKEDALNETRESETKLKELPGVCNETMMALWEECKPCLKQTCMKFYARVCRSGSGLVGRQLEEFLNQSSPFYFWMNGDRIDSLLENDRQQTHMLDVMQDHFSRASSIIDELFQDRFFTREPQDTYHYLPFSLPHRRPHFFFPKSRIVRSLMPFSPYEPLNFHAMFQPFLEMIHEAQQAMDIHFHSPAFQHPPTEFIREGDDDRTVCREIRHNSTGCLRMKD.... Result: 0 (no interaction).